Dataset: Forward reaction prediction with 1.9M reactions from USPTO patents (1976-2016). Task: Predict the product of the given reaction. (1) Given the reactants C(O[CH:5]=[CH2:6])(=O)C.[CH2:7]([N:14]=[N+:15]=[N-:16])[C:8]1[CH:13]=[CH:12][CH:11]=[CH:10][CH:9]=1, predict the reaction product. The product is: [CH2:7]([N:14]1[CH:6]=[CH:5][N:16]=[N:15]1)[C:8]1[CH:13]=[CH:12][CH:11]=[CH:10][CH:9]=1. (2) Given the reactants [F:1][C:2]1[C:3]([NH:17]C(=O)OC(C)(C)C)=[CH:4][C:5]2[N:6]([N:8]=[C:9]([C:11]3[CH:16]=[CH:15][CH:14]=[CH:13][CH:12]=3)[N:10]=2)[CH:7]=1.Cl.C(=O)([O-])[O-].[Na+].[Na+], predict the reaction product. The product is: [F:1][C:2]1[C:3]([NH2:17])=[CH:4][C:5]2[N:6]([N:8]=[C:9]([C:11]3[CH:16]=[CH:15][CH:14]=[CH:13][CH:12]=3)[N:10]=2)[CH:7]=1. (3) Given the reactants O[CH2:2][CH2:3][NH:4][CH2:5][C:6]([NH:8][C:9]1[CH:14]=[CH:13][C:12]([N+:15]([O-:17])=[O:16])=[CH:11][CH:10]=1)=[O:7].C(P(CCCC)CCCC)CCC.CC(OC(/N=N/C(OC(C)C)=O)=O)C.[C:45](O[C:45]([O:47][C:48]([CH3:51])([CH3:50])[CH3:49])=[O:46])([O:47][C:48]([CH3:51])([CH3:50])[CH3:49])=[O:46], predict the reaction product. The product is: [N+:15]([C:12]1[CH:13]=[CH:14][C:9]([N:8]2[CH2:2][CH2:3][N:4]([C:45]([O:47][C:48]([CH3:51])([CH3:50])[CH3:49])=[O:46])[CH2:5][C:6]2=[O:7])=[CH:10][CH:11]=1)([O-:17])=[O:16]. (4) Given the reactants Cl[CH:2]([C:8]([CH3:10])=O)[C:3]([O:5][CH2:6][CH3:7])=[O:4].[C:11]([NH2:14])(=[S:13])[CH3:12], predict the reaction product. The product is: [CH3:12][C:11]1[S:13][C:2]([C:3]([O:5][CH2:6][CH3:7])=[O:4])=[C:8]([CH3:10])[N:14]=1. (5) Given the reactants [Br:1][C:2]1[CH:3]=[N:4][C:5]2[N:6]([N:8]=[C:9]([C:11]([OH:13])=O)[CH:10]=2)[CH:7]=1.[Br:14][C:15]1[CH:24]=[C:23]2[C:18]([CH2:19][CH2:20][NH:21][N:22]2[CH3:25])=[CH:17][CH:16]=1, predict the reaction product. The product is: [Br:14][C:15]1[CH:24]=[C:23]2[C:18]([CH2:19][CH2:20][N:21]([C:11]([C:9]3[CH:10]=[C:5]4[N:4]=[CH:3][C:2]([Br:1])=[CH:7][N:6]4[N:8]=3)=[O:13])[N:22]2[CH3:25])=[CH:17][CH:16]=1. (6) Given the reactants [CH:1](O)=[O:2].C(OC(=O)C)(=O)C.[OH:11][NH:12][CH:13]([CH2:22][S:23]([N:26]1[CH2:31][CH2:30][N:29]([C:32]2[CH:37]=[CH:36][C:35]([O:38][CH2:39][C:40]([F:43])([F:42])[F:41])=[CH:34][N:33]=2)[CH2:28][CH2:27]1)(=[O:25])=[O:24])[CH2:14][CH2:15][C:16]1[N:21]=[CH:20][CH:19]=[CH:18][N:17]=1, predict the reaction product. The product is: [OH:11][N:12]([C@H:13]([CH2:22][S:23]([N:26]1[CH2:27][CH2:28][N:29]([C:32]2[CH:37]=[CH:36][C:35]([O:38][CH2:39][C:40]([F:43])([F:42])[F:41])=[CH:34][N:33]=2)[CH2:30][CH2:31]1)(=[O:25])=[O:24])[CH2:14][CH2:15][C:16]1[N:17]=[CH:18][CH:19]=[CH:20][N:21]=1)[CH:1]=[O:2].